Dataset: Retrosynthesis with 50K atom-mapped reactions and 10 reaction types from USPTO. Task: Predict the reactants needed to synthesize the given product. Given the product COC(=O)c1cc([N+](=O)[O-])c(NC2CCN(C(=O)OC(C)(C)C)CC2)cc1F, predict the reactants needed to synthesize it. The reactants are: CC(C)(C)OC(=O)N1CCC(N)CC1.COC(=O)c1cc([N+](=O)[O-])c(F)cc1F.